From a dataset of Reaction yield outcomes from USPTO patents with 853,638 reactions. Predict the reaction yield, written as a fraction of the theoretical maximum amount of product (1.0 means a 100% yield; for example, 0.34 means a 34% yield). (1) The reactants are [N+:1]([C:4]1[CH:5]=[C:6]([CH:14]=[CH:15][C:16]=1[N+:17]([O-])=O)[CH2:7][N:8]1[CH2:13][CH2:12][O:11][CH2:10][CH2:9]1)([O-])=O. The catalyst is C(O)C. The product is [N:8]1([CH2:7][C:6]2[CH:5]=[C:4]([NH2:1])[C:16]([NH2:17])=[CH:15][CH:14]=2)[CH2:13][CH2:12][O:11][CH2:10][CH2:9]1. The yield is 0.970. (2) The reactants are [CH3:1][O:2][C:3](=[O:14])[C:4]1[CH:9]=[CH:8][C:7]([CH:10]=[O:11])=[C:6]([O:12][CH3:13])[CH:5]=1.O.CC(=CC)C.[O-:21]Cl=O.[Na+]. The catalyst is C(O)(C)(C)C.C(Cl)Cl. The product is [CH3:1][O:2][C:3](=[O:14])[C:4]1[CH:9]=[CH:8][C:7]([C:10]([OH:21])=[O:11])=[C:6]([O:12][CH3:13])[CH:5]=1. The yield is 0.470. (3) The reactants are [CH3:1][CH2:2][C:3]([C:6]([O:8][C@@H:9]1[C@@H:14]2[C@@H:15]([CH2:20][CH2:21][C@H:22]3[O:28][C:26](=[O:27])[CH2:25][C@H:24]([OH:29])[CH2:23]3)[C@@H:16]([CH3:19])[CH:17]=[CH:18][C:13]2=[CH:12][C@H](C)[CH2:10]1)=[O:7])([CH3:5])[CH3:4].[OH-:31].[Na+:32].C(Cl)Cl.[C:36](#N)[CH3:37]. The catalyst is O.CC(C)=O. The product is [CH3:1][CH2:2][C:3]([C:6]([O:8][C@@H:9]1[C@@H:14]2[C@@H:15]([CH2:20][CH2:21][C@@H:22]([OH:28])[CH2:23][C@@H:24]([OH:29])[CH2:25][C:26]([O-:27])=[O:31])[C@@H:16]([CH3:19])[CH:17]=[CH:18][C:13]2=[CH:12][C@H:36]([CH3:37])[CH2:10]1)=[O:7])([CH3:4])[CH3:5].[Na+:32]. The yield is 0.778. (4) The reactants are [CH:1]1([C:4]2[C:13]3[C:8](=[CH:9][CH:10]=[CH:11][CH:12]=3)[C:7]([NH2:14])=[CH:6][CH:5]=2)[CH2:3][CH2:2]1.C(=O)(O)[O-].[Na+].[C:20](Cl)(Cl)=[S:21]. The catalyst is ClCCl. The product is [CH:1]1([C:4]2[C:13]3[C:8](=[CH:9][CH:10]=[CH:11][CH:12]=3)[C:7]([N:14]=[C:20]=[S:21])=[CH:6][CH:5]=2)[CH2:3][CH2:2]1. The yield is 0.990.